Dataset: Reaction yield outcomes from USPTO patents with 853,638 reactions. Task: Predict the reaction yield, written as a fraction of the theoretical maximum amount of product (1.0 means a 100% yield; for example, 0.34 means a 34% yield). (1) The reactants are [N+:1]([C:4]1[CH:5]=[C:6]([CH2:13]O)[CH:7]=[C:8]([N+:10]([O-:12])=[O:11])[CH:9]=1)([O-:3])=[O:2].C1(P(C2C=CC=CC=2)C2C=CC=CC=2)C=CC=CC=1.[C:34]1(=[O:44])[NH:38][C:37](=[O:39])[C:36]2=[CH:40][CH:41]=[CH:42][CH:43]=[C:35]12.CC(OC(/N=N/C(OC(C)C)=O)=O)C. The catalyst is C1COCC1. The product is [N+:1]([C:4]1[CH:5]=[C:6]([CH2:13][N:38]2[C:37](=[O:39])[C:36]3=[CH:40][CH:41]=[CH:42][CH:43]=[C:35]3[C:34]2=[O:44])[CH:7]=[C:8]([N+:10]([O-:12])=[O:11])[CH:9]=1)([O-:3])=[O:2]. The yield is 0.580. (2) The reactants are Cl[C:2]1[CH:11]=[CH:10][C:9]2[C:4](=[C:5]([N+:12]([O-:14])=[O:13])[CH:6]=[CH:7][CH:8]=2)[N:3]=1.CO.C(OCC)C.[CH2:22]([NH2:26])[CH2:23][CH2:24][CH3:25]. No catalyst specified. The product is [CH2:22]([NH:26][C:2]1[CH:11]=[CH:10][C:9]2[C:4](=[C:5]([N+:12]([O-:14])=[O:13])[CH:6]=[CH:7][CH:8]=2)[N:3]=1)[CH2:23][CH2:24][CH3:25]. The yield is 0.900. (3) The reactants are [CH2:1]([N:8]1[CH2:13][CH2:12][CH:11]([NH2:14])[CH2:10][CH2:9]1)[C:2]1[CH:7]=[CH:6][CH:5]=[CH:4][CH:3]=1.[CH:15]([S:17]([CH:20]=[CH2:21])(=[O:19])=[O:18])=[CH2:16]. The catalyst is C(O)(C)C. The product is [CH2:1]([N:8]1[CH2:13][CH2:12][CH:11]([N:14]2[CH2:21][CH2:20][S:17](=[O:19])(=[O:18])[CH2:15][CH2:16]2)[CH2:10][CH2:9]1)[C:2]1[CH:3]=[CH:4][CH:5]=[CH:6][CH:7]=1. The yield is 0.450. (4) The reactants are [CH3:1][C@H:2]([N:13]=[N+]=[N-])[CH2:3][C:4]1[CH:9]=[C:8]([F:10])[CH:7]=[C:6]([F:11])[C:5]=1[F:12]. The catalyst is CCOC(C)=O.[Pd]. The product is [CH3:1][C@H:2]([NH2:13])[CH2:3][C:4]1[CH:9]=[C:8]([F:10])[CH:7]=[C:6]([F:11])[C:5]=1[F:12]. The yield is 0.580. (5) The reactants are [CH2:1]([O:3][C:4]1[C:13]([O:14][CH3:15])=[CH:12][C:7]([C:8]([O:10][CH3:11])=[O:9])=[C:6]([N+:16]([O-])=O)[CH:5]=1)[CH3:2].[H][H]. The catalyst is CO.[Pd]. The product is [NH2:16][C:6]1[CH:5]=[C:4]([O:3][CH2:1][CH3:2])[C:13]([O:14][CH3:15])=[CH:12][C:7]=1[C:8]([O:10][CH3:11])=[O:9]. The yield is 0.920.